The task is: Predict the reactants needed to synthesize the given product.. This data is from Full USPTO retrosynthesis dataset with 1.9M reactions from patents (1976-2016). (1) Given the product [C:5]1([C:8]2[CH:13]=[CH:12][CH:11]=[CH:10][CH:9]=2)[CH:4]=[CH:3][C:2]([O:1][CH2:21][CH2:22][CH2:23][CH2:24][CH2:25][CH2:26][C:27]#[N:28])=[CH:7][CH:6]=1, predict the reactants needed to synthesize it. The reactants are: [OH:1][C:2]1[CH:7]=[CH:6][C:5]([C:8]2[CH:13]=[CH:12][CH:11]=[CH:10][CH:9]=2)=[CH:4][CH:3]=1.C(=O)([O-])[O-].[K+].[K+].Br[CH2:21][CH2:22][CH2:23][CH2:24][CH2:25][CH2:26][C:27]#[N:28].O. (2) Given the product [CH3:1][N:2]([CH3:30])[CH2:3][CH2:4][O:5][C:6]1[CH:7]=[C:8]2[C:14]([C:15]3[CH:20]=[CH:19][N:18]=[C:17]([NH2:21])[N:16]=3)=[CH:13][NH:12][C:9]2=[N:10][CH:11]=1, predict the reactants needed to synthesize it. The reactants are: [CH3:1][N:2]([CH3:30])[CH2:3][CH2:4][O:5][C:6]1[CH:7]=[C:8]2[C:14]([C:15]3[CH:20]=[CH:19][N:18]=[C:17]([NH2:21])[N:16]=3)=[CH:13][N:12](COCC[Si](C)(C)C)[C:9]2=[N:10][CH:11]=1.Cl. (3) The reactants are: O=P(Cl)(Cl)[Cl:3].[CH3:6][O:7][C:8]1[CH:13]=[CH:12][C:11]([C:14]2[N:15]=[C:16](O)[C:17]3[CH:18]=[CH:19][C:20]([C:24]([F:27])([F:26])[F:25])=[N:21][C:22]=3[CH:23]=2)=[CH:10][CH:9]=1. Given the product [Cl:3][C:16]1[N:15]=[C:14]([C:11]2[CH:12]=[CH:13][C:8]([O:7][CH3:6])=[CH:9][CH:10]=2)[CH:23]=[C:22]2[C:17]=1[CH:18]=[CH:19][C:20]([C:24]([F:27])([F:26])[F:25])=[N:21]2, predict the reactants needed to synthesize it. (4) Given the product [F:24][C:19]1[CH:20]=[CH:21][CH:22]=[CH:23][C:18]=1[C:16](=[O:17])[CH:13]([C:5]1[N:6]=[C:7]2[S:8][C:11]([NH:1][CH:2]([CH3:3])[CH3:7])=[N:1][C:2]2=[CH:3][CH:4]=1)[C:14]#[N:15], predict the reactants needed to synthesize it. The reactants are: [NH2:1][C:2]1[CH:3]=[CH:4][C:5]([CH:13]([C:16]([C:18]2[CH:23]=[CH:22][CH:21]=[CH:20][C:19]=2[F:24])=[O:17])[C:14]#[N:15])=[N:6][C:7]=1[S:8]([CH2:11]C)(=O)=O.[H-].[Na+]. (5) Given the product [Br:10][C:11]1[CH:16]=[CH:15][C:14]([O:1][CH:2]2[CH:7]3[CH2:8][CH2:9][N:4]([CH2:5][CH2:6]3)[CH2:3]2)=[CH:13][CH:12]=1, predict the reactants needed to synthesize it. The reactants are: [OH:1][CH:2]1[CH:7]2[CH2:8][CH2:9][N:4]([CH2:5][CH2:6]2)[CH2:3]1.[Br:10][C:11]1[CH:16]=[CH:15][C:14](I)=[CH:13][CH:12]=1. (6) Given the product [F:21][C:17]1[CH:16]=[C:15]2[C:20]([C:12]([C:10]3[CH:9]=[CH:8][C:6]4[N:7]=[C:3]([CH2:2][N:31]5[CH2:36][CH2:35][O:34][CH2:33][CH2:32]5)[O:4][C:5]=4[CH:11]=3)=[CH:13][N:14]2[S:22]([C:25]2[CH:30]=[CH:29][CH:28]=[CH:27][CH:26]=2)(=[O:24])=[O:23])=[CH:19][CH:18]=1, predict the reactants needed to synthesize it. The reactants are: Cl[CH2:2][C:3]1[O:4][C:5]2[CH:11]=[C:10]([C:12]3[C:20]4[C:15](=[CH:16][C:17]([F:21])=[CH:18][CH:19]=4)[N:14]([S:22]([C:25]4[CH:30]=[CH:29][CH:28]=[CH:27][CH:26]=4)(=[O:24])=[O:23])[CH:13]=3)[CH:9]=[CH:8][C:6]=2[N:7]=1.[NH:31]1[CH2:36][CH2:35][O:34][CH2:33][CH2:32]1. (7) Given the product [F:1][C:2]1[CH:26]=[C:25]([N+:27]([O-:29])=[O:28])[CH:24]=[CH:23][C:3]=1[O:4][C:5]1[CH:10]=[CH:9][N:8]=[C:7]2[CH:11]=[C:12]([C:14]3[N:15]([CH3:22])[C:16]([C:19]([NH:38][CH2:37][CH2:36][N:33]4[CH2:34][CH2:35][O:30][CH2:31][CH2:32]4)=[O:21])=[CH:17][N:18]=3)[S:13][C:6]=12, predict the reactants needed to synthesize it. The reactants are: [F:1][C:2]1[CH:26]=[C:25]([N+:27]([O-:29])=[O:28])[CH:24]=[CH:23][C:3]=1[O:4][C:5]1[CH:10]=[CH:9][N:8]=[C:7]2[CH:11]=[C:12]([C:14]3[N:15]([CH3:22])[C:16]([C:19]([OH:21])=O)=[CH:17][N:18]=3)[S:13][C:6]=12.[O:30]1[CH2:35][CH2:34][N:33]([CH2:36][CH2:37][NH2:38])[CH2:32][CH2:31]1.CCN(C(C)C)C(C)C.CN(C(ON1N=NC2C=CC=NC1=2)=[N+](C)C)C.F[P-](F)(F)(F)(F)F.C([O-])(O)=O.[Na+].